Dataset: Tyrosyl-DNA phosphodiesterase HTS with 341,365 compounds. Task: Binary Classification. Given a drug SMILES string, predict its activity (active/inactive) in a high-throughput screening assay against a specified biological target. (1) The compound is S(c1nn2c(nnc2cc1)c1cccnc1)Cc1ccccc1. The result is 0 (inactive). (2) The molecule is Brc1ccc(C2C3(C4N(C2C(=O)C(C)(C)C)C=C(C=C4)C#N)C(=O)c2c(C3=O)cccc2)cc1. The result is 0 (inactive). (3) The molecule is Clc1c(OC(c2onc(n2)c2ccc(NC(=O)c3ncccc3)cc2)C)ccc(Cl)c1. The result is 0 (inactive).